Dataset: Forward reaction prediction with 1.9M reactions from USPTO patents (1976-2016). Task: Predict the product of the given reaction. (1) Given the reactants C(=O)([O-])[O-].[Na+].[Na+].O.CC1(C)C(C)(C)OB([C:16]2[CH:17]=[C:18]3[C:23](=[CH:24][CH:25]=2)[O:22][CH2:21][CH2:20][CH2:19]3)O1.Br[C:28]1[C:36]2[C:31](=[N:32][CH:33]=[CH:34][CH:35]=2)[S:30][C:29]=1[CH:37]([O:42][C:43]([CH3:46])([CH3:45])[CH3:44])[C:38]([O:40][CH3:41])=[O:39], predict the reaction product. The product is: [C:43]([O:42][CH:37]([C:29]1[S:30][C:31]2=[N:32][CH:33]=[CH:34][CH:35]=[C:36]2[C:28]=1[C:16]1[CH:25]=[CH:24][C:23]2[O:22][CH2:21][CH2:20][CH2:19][C:18]=2[CH:17]=1)[C:38]([O:40][CH3:41])=[O:39])([CH3:46])([CH3:44])[CH3:45]. (2) Given the reactants [O:1]1[CH2:6][CH2:5][CH:4]([C:7]([N:9]2[CH2:16][CH2:15][CH2:14][O:13][C:12]3[CH:17]=[C:18]([C:21]([O:23]CC)=O)[CH:19]=[CH:20][C:11]=3[CH2:10]2)=[O:8])[CH2:3][CH2:2]1.[NH2:26][OH:27].[OH-].[Na+], predict the reaction product. The product is: [OH:27][NH:26][C:21]([C:18]1[CH:19]=[CH:20][C:11]2[CH2:10][N:9]([C:7]([CH:4]3[CH2:5][CH2:6][O:1][CH2:2][CH2:3]3)=[O:8])[CH2:16][CH2:15][CH2:14][O:13][C:12]=2[CH:17]=1)=[O:23]. (3) Given the reactants C([O:3][C:4](=[O:45])[CH:5]([C:10]1[CH:11]=[C:12]([C:35]2[CH:40]=[CH:39][C:38]([C:41]([F:44])([F:43])[F:42])=[CH:37][CH:36]=2)[CH:13]=[C:14]([CH:16]2[CH2:21][CH2:20][CH2:19][N:18]([S:22]([C:25]3[CH:30]=[CH:29][CH:28]=[CH:27][C:26]=3[C:31]([F:34])([F:33])[F:32])(=[O:24])=[O:23])[CH2:17]2)[CH:15]=1)[CH2:6][CH:7]([CH3:9])[CH3:8])C.[OH-].[K+], predict the reaction product. The product is: [CH3:8][CH:7]([CH3:9])[CH2:6][CH:5]([C:10]1[CH:11]=[C:12]([C:35]2[CH:40]=[CH:39][C:38]([C:41]([F:44])([F:42])[F:43])=[CH:37][CH:36]=2)[CH:13]=[C:14]([CH:16]2[CH2:21][CH2:20][CH2:19][N:18]([S:22]([C:25]3[CH:30]=[CH:29][CH:28]=[CH:27][C:26]=3[C:31]([F:33])([F:32])[F:34])(=[O:24])=[O:23])[CH2:17]2)[CH:15]=1)[C:4]([OH:45])=[O:3]. (4) Given the reactants [F:1][C:2]1[CH:7]=[C:6]([F:8])[CH:5]=[C:4]([F:9])[C:3]=1[CH:10]([C:16]([O:18]CC)=O)[C:11]([O:13]CC)=O.[NH2:21][C:22]1[NH:23][CH:24]=[CH:25][N:26]=1.C(N(CCCC)CCCC)CCC, predict the reaction product. The product is: [F:9][C:4]1[CH:5]=[C:6]([F:8])[CH:7]=[C:2]([F:1])[C:3]=1[C:10]1[C:11]([OH:13])=[N:21][C:22]2[N:23]([CH:24]=[CH:25][N:26]=2)[C:16]=1[OH:18]. (5) Given the reactants [ClH:1].[NH2:2][C:3]1[C:8]([CH2:9][Cl:10])=[CH:7][N:6]=[C:5]([CH2:11]C)[N:4]=1.[F:13][CH2:14][CH2:15][C:16]1[S:20][CH:19]=[N:18][C:17]=1[CH3:21].CS(C)=O, predict the reaction product. The product is: [ClH:10].[Cl-:1].[NH2:2][C:3]1[C:8]([CH2:9][N:18]2[C:17]([CH3:21])=[C:16]([CH2:15][CH2:14][F:13])[S:20][CH2:19]2)=[CH:7][N:6]=[C:5]([CH3:11])[N:4]=1.